This data is from Peptide-MHC class I binding affinity with 185,985 pairs from IEDB/IMGT. The task is: Regression. Given a peptide amino acid sequence and an MHC pseudo amino acid sequence, predict their binding affinity value. This is MHC class I binding data. (1) The peptide sequence is TKAGMAQYL. The MHC is HLA-B15:01 with pseudo-sequence HLA-B15:01. The binding affinity (normalized) is 0.0847. (2) The peptide sequence is VMAPRTLVL. The MHC is HLA-E01:01 with pseudo-sequence HLA-E01:03. The binding affinity (normalized) is 1.00.